Task: Predict the reaction yield, written as a fraction of the theoretical maximum amount of product (1.0 means a 100% yield; for example, 0.34 means a 34% yield).. Dataset: Reaction yield outcomes from USPTO patents with 853,638 reactions (1) The reactants are C[O:2][C:3]([C:5]1[C:9]([F:10])=[C:8]([O:11][CH3:12])[N:7]([C:13]2[CH:18]=[CH:17][CH:16]=[CH:15][C:14]=2[F:19])[N:6]=1)=[O:4].[OH-].[Li+].O.Cl. The catalyst is O1CCOCC1. The product is [F:10][C:9]1[C:5]([C:3]([OH:4])=[O:2])=[N:6][N:7]([C:13]2[CH:18]=[CH:17][CH:16]=[CH:15][C:14]=2[F:19])[C:8]=1[O:11][CH3:12]. The yield is 0.330. (2) The product is [F:1][C:2]1[CH:7]=[C:6]([C:8](=[O:15])[CH:9]([CH2:30][C:26]2[CH:27]=[CH:28][CH:29]=[C:24]([O:23][C:19]([F:18])([F:32])[CH:20]([F:21])[F:22])[CH:25]=2)[C:10]([O:12][CH2:13][CH3:14])=[O:11])[CH:5]=[CH:4][N:3]=1. The yield is 0.690. The reactants are [F:1][C:2]1[CH:7]=[C:6]([C:8](=[O:15])[CH2:9][C:10]([O:12][CH2:13][CH3:14])=[O:11])[CH:5]=[CH:4][N:3]=1.[H-].[Na+].[F:18][C:19]([F:32])([O:23][C:24]1[CH:25]=[C:26]([CH2:30]Br)[CH:27]=[CH:28][CH:29]=1)[CH:20]([F:22])[F:21].O. The catalyst is COCCOC.